Dataset: Full USPTO retrosynthesis dataset with 1.9M reactions from patents (1976-2016). Task: Predict the reactants needed to synthesize the given product. (1) Given the product [NH:25]1[C:29]2[CH:30]=[CH:31][C:32]([C@@H:34]([NH:36][C:2]3[N:7]=[C:6]([NH:8][C:9]4[CH:13]=[C:12]([CH:14]5[CH2:16][CH2:15]5)[NH:11][N:10]=4)[C:5]([Cl:17])=[CH:4][N:3]=3)[CH3:35])=[CH:33][C:28]=2[N:27]=[CH:26]1, predict the reactants needed to synthesize it. The reactants are: Cl[C:2]1[N:7]=[C:6]([NH:8][C:9]2[CH:13]=[C:12]([CH:14]3[CH2:16][CH2:15]3)[NH:11][N:10]=2)[C:5]([Cl:17])=[CH:4][N:3]=1.Cl.O1CCCCC1[N:25]1[C:29]2[CH:30]=[CH:31][C:32]([C@@H:34]([NH2:36])[CH3:35])=[CH:33][C:28]=2[N:27]=[CH:26]1.CCN(C(C)C)C(C)C. (2) Given the product [CH3:1][CH:2]1[CH2:7][CH2:6][N:5]([C:8]2[CH:9]=[CH:10][C:11]([NH:14][C:15]3[N:16]=[CH:17][C:18]4[NH:23][C:22](=[O:24])/[C:21](=[CH:33]\[C:32]5[CH:35]=[CH:36][C:29]([N+:26]([O-:28])=[O:27])=[CH:30][CH:31]=5)/[S:20][C:19]=4[N:25]=3)=[CH:12][CH:13]=2)[CH2:4][CH2:3]1, predict the reactants needed to synthesize it. The reactants are: [CH3:1][CH:2]1[CH2:7][CH2:6][N:5]([C:8]2[CH:13]=[CH:12][C:11]([NH:14][C:15]3[N:16]=[CH:17][C:18]4[NH:23][C:22](=[O:24])[CH2:21][S:20][C:19]=4[N:25]=3)=[CH:10][CH:9]=2)[CH2:4][CH2:3]1.[N+:26]([C:29]1[CH:36]=[CH:35][C:32]([CH:33]=O)=[CH:31][CH:30]=1)([O-:28])=[O:27].C(N(CC)CC)C. (3) The reactants are: [CH3:1][N:2]([CH3:37])[CH2:3][CH2:4][O:5][C:6]1[N:11]=[C:10]([C:12](OC)=O)[CH:9]=[C:8]([C:16]2[CH:17]=[N:18][C:19]([NH:31][C:32]([NH:34][CH2:35][CH3:36])=[O:33])=[CH:20][C:21]=2[C:22]2[S:23][CH:24]=[C:25]([C:27]([F:30])([F:29])[F:28])[N:26]=2)[CH:7]=1.[C:38]([NH:41][NH2:42])(=[O:40])[CH3:39].P(Cl)(Cl)(Cl)=O.C(=O)(O)[O-].[Na+]. Given the product [CH3:1][N:2]([CH3:37])[CH2:3][CH2:4][O:5][C:6]1[CH:7]=[C:8]([C:16]2[CH:17]=[N:18][C:19]([NH:31][C:32]([NH:34][CH2:35][CH3:36])=[O:33])=[CH:20][C:21]=2[C:22]2[S:23][CH:24]=[C:25]([C:27]([F:29])([F:28])[F:30])[N:26]=2)[CH:9]=[C:10]([C:12]2[O:40][C:38]([CH3:39])=[N:41][N:42]=2)[N:11]=1, predict the reactants needed to synthesize it. (4) Given the product [CH3:1][N:2]([CH3:3])[CH2:4][CH2:5][CH2:6][O:17][C:16]1[CH:15]=[CH:14][C:11]([CH:12]=[O:13])=[CH:10][C:9]=1[F:8], predict the reactants needed to synthesize it. The reactants are: [CH3:1][N:2]([CH2:4][CH2:5][CH2:6]Cl)[CH3:3].[F:8][C:9]1[CH:10]=[C:11]([CH:14]=[CH:15][C:16]=1[OH:17])[CH:12]=[O:13].